From a dataset of Reaction yield outcomes from USPTO patents with 853,638 reactions. Predict the reaction yield, written as a fraction of the theoretical maximum amount of product (1.0 means a 100% yield; for example, 0.34 means a 34% yield). (1) The reactants are [N+:1]([C:4]1[N:8]=[CH:7][N:6]([C:9]2[CH:16]=[CH:15][C:14](/[CH:17]=[CH:18]/[CH:19]([C:24]3[CH:29]=[C:28]([Cl:30])[C:27]([Cl:31])=[C:26]([Cl:32])[CH:25]=3)[C:20]([F:23])([F:22])[F:21])=[CH:13][C:10]=2[C:11]#[N:12])[N:5]=1)([O-])=O.[NH4+].[Cl-]. The catalyst is CO.[Zn]. The product is [NH2:1][C:4]1[N:8]=[CH:7][N:6]([C:9]2[CH:16]=[CH:15][C:14](/[CH:17]=[CH:18]/[CH:19]([C:24]3[CH:25]=[C:26]([Cl:32])[C:27]([Cl:31])=[C:28]([Cl:30])[CH:29]=3)[C:20]([F:21])([F:22])[F:23])=[CH:13][C:10]=2[C:11]#[N:12])[N:5]=1. The yield is 0.890. (2) The reactants are [CH3:1][C:2]1[NH:3][C:4](=[O:26])[C:5]([CH2:11][C:12]2[CH:17]=[CH:16][C:15]([C:18]3[C:19]([C:24]#[N:25])=[CH:20][CH:21]=[CH:22][CH:23]=3)=[CH:14][CH:13]=2)=[C:6]([CH2:8][CH2:9][CH3:10])[N:7]=1.N(C(N1CCCCC1)=O)=NC(N1CCCCC1)=O.C(P(CCCC)CCCC)CCC.[N:58]1[CH:63]=[CH:62][CH:61]=[CH:60][C:59]=1[CH2:64]O. The catalyst is O1CCCC1. The product is [CH3:1][C:2]1[N:3]([CH2:64][C:59]2[CH:60]=[CH:61][CH:62]=[CH:63][N:58]=2)[C:4](=[O:26])[C:5]([CH2:11][C:12]2[CH:17]=[CH:16][C:15]([C:18]3[C:19]([C:24]#[N:25])=[CH:20][CH:21]=[CH:22][CH:23]=3)=[CH:14][CH:13]=2)=[C:6]([CH2:8][CH2:9][CH3:10])[N:7]=1. The yield is 0.310. (3) The reactants are [CH2:1]([C:3]1[C:8](=[O:9])[NH:7][C:6]([CH3:10])=[C:5]([C:11]2[S:15][C:14]([S:16]([Cl:19])(=[O:18])=[O:17])=[CH:13][CH:12]=2)[CH:4]=1)[CH3:2].[CH3:20][N:21]1[CH2:26][CH2:25][N:24]([CH2:27][CH2:28][CH2:29][NH2:30])[CH2:23][CH2:22]1. No catalyst specified. The product is [ClH:19].[ClH:19].[CH3:20][N:21]1[CH2:26][CH2:25][N:24]([CH2:27][CH2:28][CH2:29][NH:30][S:16]([C:14]2[S:15][C:11]([C:5]3[CH:4]=[C:3]([CH2:1][CH3:2])[C:8](=[O:9])[NH:7][C:6]=3[CH3:10])=[CH:12][CH:13]=2)(=[O:18])=[O:17])[CH2:23][CH2:22]1. The yield is 0.800. (4) The reactants are [NH2:1][C:2]1[CH:3]=[N:4][CH:5]=[C:6]([Br:8])[CH:7]=1.N1C=CC=CC=1.[C:15](Cl)(=[O:19])[CH:16]([CH3:18])[CH3:17]. The catalyst is C(Cl)Cl. The product is [Br:8][C:6]1[CH:7]=[C:2]([NH:1][C:15](=[O:19])[CH:16]([CH3:18])[CH3:17])[CH:3]=[N:4][CH:5]=1. The yield is 0.710. (5) The product is [C:31]([C:26]1([CH2:25][CH2:24][CH2:23][CH2:22][C:21](=[O:38])[CH2:20][CH2:19][CH2:18][CH2:17][C:12]2([C:10]([OH:11])=[O:9])[CH2:16][CH2:15][CH2:14][CH2:13]2)[CH2:27][CH2:28][CH2:29][CH2:30]1)([OH:33])=[O:32]. The yield is 0.950. The reactants are O[Li].O.O.C([O:9][C:10]([C:12]1([CH2:17][CH2:18][CH2:19][CH2:20][C:21](=[O:38])[CH2:22][CH2:23][CH2:24][CH2:25][C:26]2([C:31]([O:33]CCCC)=[O:32])[CH2:30][CH2:29][CH2:28][CH2:27]2)[CH2:16][CH2:15][CH2:14][CH2:13]1)=[O:11])CCC. The catalyst is CCO. (6) The catalyst is COCCOC.O.C1C=CC([P]([Pd]([P](C2C=CC=CC=2)(C2C=CC=CC=2)C2C=CC=CC=2)([P](C2C=CC=CC=2)(C2C=CC=CC=2)C2C=CC=CC=2)[P](C2C=CC=CC=2)(C2C=CC=CC=2)C2C=CC=CC=2)(C2C=CC=CC=2)C2C=CC=CC=2)=CC=1. The yield is 0.100. The reactants are [C:1]([C:3]1[CH:4]=[C:5](Br)[CH:6]=[CH:7][C:8]=1[F:9])#[N:2].[NH:11]1[C:19]2[C:14](=[CH:15][CH:16]=[CH:17][CH:18]=2)[C:13]2([CH:23](B(O)O)[CH2:22][CH2:21][CH2:20]2)[C:12]1=[O:27].C([O-])(=O)C.[Na+].[OH-].[Na+]. The product is [C:1]([C:3]1[CH:4]=[C:5]([C:16]2[CH:15]=[C:14]3[C:19](=[CH:18][CH:17]=2)[NH:11][C:12](=[O:27])[C:13]23[CH2:23][CH2:22][CH2:21][CH2:20]2)[CH:6]=[CH:7][C:8]=1[F:9])#[N:2]. (7) The reactants are Br[C:2]1[CH:3]=[CH:4][C:5]([N+:25]([O-:27])=[O:26])=[C:6]([NH:8][CH:9]2[CH2:14][CH2:13][N:12]([C@H:15]3[CH2:20][CH2:19][C@H:18]([O:21][CH2:22][CH2:23][CH3:24])[CH2:17][CH2:16]3)[CH2:11][CH2:10]2)[CH:7]=1.[CH2:28](C([Sn])=C(CCCC)CCCC)[CH2:29]CC.C1(P(C2C=CC=CC=2)C2C=CC=CC=2)C=CC=CC=1. The catalyst is C1(C)C=CC=CC=1.[Pd]. The product is [CH:28]([C:2]1[CH:3]=[CH:4][C:5]([N+:25]([O-:27])=[O:26])=[C:6]([NH:8][CH:9]2[CH2:14][CH2:13][N:12]([C@H:15]3[CH2:20][CH2:19][C@H:18]([O:21][CH2:22][CH2:23][CH3:24])[CH2:17][CH2:16]3)[CH2:11][CH2:10]2)[CH:7]=1)=[CH2:29]. The yield is 0.800. (8) The reactants are [NH:1]1[CH2:6][CH2:5][O:4][CH2:3][CH2:2]1.C(=O)([O-])[O-].[Na+].[Na+].Cl[C:14]1[N:19]=[CH:18][N:17]=[C:16]([O:20][C:21]2[CH:47]=[CH:46][C:45]([F:48])=[CH:44][C:22]=2[CH2:23][NH:24][C:25]([NH:27][C:28]2[N:32]([C:33]3[CH:38]=[CH:37][C:36]([CH3:39])=[CH:35][CH:34]=3)[N:31]=[C:30]([C:40]([CH3:43])([CH3:42])[CH3:41])[CH:29]=2)=[O:26])[CH:15]=1. The catalyst is C(O)C. The product is [F:48][C:45]1[CH:46]=[CH:47][C:21]([O:20][C:16]2[CH:15]=[C:14]([N:1]3[CH2:6][CH2:5][O:4][CH2:3][CH2:2]3)[N:19]=[CH:18][N:17]=2)=[C:22]([CH:44]=1)[CH2:23][NH:24][C:25]([NH:27][C:28]1[N:32]([C:33]2[CH:34]=[CH:35][C:36]([CH3:39])=[CH:37][CH:38]=2)[N:31]=[C:30]([C:40]([CH3:43])([CH3:41])[CH3:42])[CH:29]=1)=[O:26]. The yield is 0.810. (9) The reactants are [Cl:1][C:2]1[CH:19]=[CH:18][C:5]2[C:6]([CH:9]3[CH2:14][CH2:13][N:12](C(=O)C)[CH2:11][CH2:10]3)=[N:7][O:8][C:4]=2[CH:3]=1.Cl. The catalyst is CCOCC. The product is [ClH:1].[Cl:1][C:2]1[CH:19]=[CH:18][C:5]2[C:6]([CH:9]3[CH2:10][CH2:11][NH:12][CH2:13][CH2:14]3)=[N:7][O:8][C:4]=2[CH:3]=1. The yield is 0.930. (10) The reactants are Cl[C:2]1[CH:7]=[C:6]([O:8][C:9]2[CH:10]=[N:11][C:12]([NH2:15])=[N:13][CH:14]=2)[CH:5]=[CH:4][N:3]=1.[CH3:16][N:17]1[CH:21]=[C:20](B2OC(C)(C)C(C)(C)O2)[CH:19]=[N:18]1.C(=O)([O-])[O-].[K+].[K+]. The catalyst is O1CCOCC1.O.C1C=CC([P]([Pd]([P](C2C=CC=CC=2)(C2C=CC=CC=2)C2C=CC=CC=2)([P](C2C=CC=CC=2)(C2C=CC=CC=2)C2C=CC=CC=2)[P](C2C=CC=CC=2)(C2C=CC=CC=2)C2C=CC=CC=2)(C2C=CC=CC=2)C2C=CC=CC=2)=CC=1. The product is [CH3:16][N:17]1[CH:21]=[C:20]([C:2]2[CH:7]=[C:6]([O:8][C:9]3[CH:10]=[N:11][C:12]([NH2:15])=[N:13][CH:14]=3)[CH:5]=[CH:4][N:3]=2)[CH:19]=[N:18]1. The yield is 0.550.